From a dataset of Reaction yield outcomes from USPTO patents with 853,638 reactions. Predict the reaction yield, written as a fraction of the theoretical maximum amount of product (1.0 means a 100% yield; for example, 0.34 means a 34% yield). The reactants are [Br:1][C:2]1[CH:7]=[CH:6][C:5]([C:8](=O)[CH2:9][C:10](=O)[C:11]([O:13][CH2:14][CH3:15])=[O:12])=[CH:4][CH:3]=1.Cl.[CH2:19]([NH:23][NH2:24])[CH:20]([CH3:22])[CH3:21]. The catalyst is CCO.O. The product is [Br:1][C:2]1[CH:7]=[CH:6][C:5]([C:8]2[N:23]([CH2:19][CH:20]([CH3:22])[CH3:21])[N:24]=[C:10]([C:11]([O:13][CH2:14][CH3:15])=[O:12])[CH:9]=2)=[CH:4][CH:3]=1. The yield is 0.600.